This data is from Forward reaction prediction with 1.9M reactions from USPTO patents (1976-2016). The task is: Predict the product of the given reaction. Given the reactants Br[C:2]1[C:3]([NH2:14])=[N:4][C:5]([N:8]2[CH2:13][CH2:12][O:11][CH2:10][CH2:9]2)=[N:6][CH:7]=1.[CH3:15][S:16]([NH:19][C:20]1[CH:21]=[C:22](B(O)O)[CH:23]=[CH:24][CH:25]=1)(=[O:18])=[O:17].C1(P(C2CCCCC2)C2CCCCC2)CCCCC1.[O-]P([O-])([O-])=O.[K+].[K+].[K+], predict the reaction product. The product is: [NH2:14][C:3]1[C:2]([C:24]2[CH:25]=[C:20]([NH:19][S:16]([CH3:15])(=[O:17])=[O:18])[CH:21]=[CH:22][CH:23]=2)=[CH:7][N:6]=[C:5]([N:8]2[CH2:13][CH2:12][O:11][CH2:10][CH2:9]2)[N:4]=1.